Dataset: Full USPTO retrosynthesis dataset with 1.9M reactions from patents (1976-2016). Task: Predict the reactants needed to synthesize the given product. (1) Given the product [CH:2]1([NH:1][C:18]2[NH:17][CH2:16][C:15]3[C:20](=[CH:21][CH:22]=[C:13]([O:12][CH3:11])[CH:14]=3)[N:19]=2)[C:10]2[C:5](=[CH:6][CH:7]=[CH:8][CH:9]=2)[CH2:4][CH2:3]1, predict the reactants needed to synthesize it. The reactants are: [NH2:1][CH:2]1[C:10]2[C:5](=[CH:6][CH:7]=[CH:8][CH:9]=2)[CH2:4][CH2:3]1.[CH3:11][O:12][C:13]1[CH:14]=[C:15]2[C:20](=[CH:21][CH:22]=1)[NH:19][C:18](=S)[NH:17][CH2:16]2. (2) Given the product [CH3:43][C@@H:42]1[CH2:41][CH2:40][CH2:39][N:38]([C:44]([C:46]2[CH:51]=[C:50]([CH3:52])[CH:49]=[CH:48][C:47]=2[N:53]2[N:57]=[CH:56][CH:55]=[N:54]2)=[O:45])[C@@H:37]1[CH2:36][NH:35][C:59]1[CH:64]=[CH:63][CH:62]=[C:61]([C:65]([F:68])([F:67])[F:66])[N:60]=1, predict the reactants needed to synthesize it. The reactants are: C[C@@H]1CCCN(C(C2C=C(C)C=CC=2C2C=NN(C)C=2)=O)[C@@H]1CNC1C=CC(C(F)(F)F)=CN=1.[NH2:35][CH2:36][C@@H:37]1[C@H:42]([CH3:43])[CH2:41][CH2:40][CH2:39][N:38]1[C:44]([C:46]1[CH:51]=[C:50]([CH3:52])[CH:49]=[CH:48][C:47]=1[N:53]1[N:57]=[CH:56][CH:55]=[N:54]1)=[O:45].Cl[C:59]1[CH:64]=[CH:63][CH:62]=[C:61]([C:65]([F:68])([F:67])[F:66])[N:60]=1. (3) Given the product [O:30]1[C:23]2[CH:22]=[C:21]([CH2:20][N:12]([CH:7]3[CH2:6][CH2:5][C:4]4[C:9](=[CH:10][CH:11]=[C:2]([N:44]=[C:31]([C:32]5[CH:37]=[CH:36][CH:35]=[CH:34][CH:33]=5)[C:38]5[CH:43]=[CH:42][CH:41]=[CH:40][CH:39]=5)[CH:3]=4)[CH2:8]3)[C:13](=[O:19])[O:14][C:15]([CH3:16])([CH3:17])[CH3:18])[N:26]=[CH:25][C:24]=2[O:27][CH2:28][CH2:29]1, predict the reactants needed to synthesize it. The reactants are: Br[C:2]1[CH:3]=[C:4]2[C:9](=[CH:10][CH:11]=1)[CH2:8][CH:7]([N:12]([CH2:20][C:21]1[N:26]=[CH:25][C:24]3[O:27][CH2:28][CH2:29][O:30][C:23]=3[CH:22]=1)[C:13](=[O:19])[O:14][C:15]([CH3:18])([CH3:17])[CH3:16])[CH2:6][CH2:5]2.[C:31](=[NH:44])([C:38]1[CH:43]=[CH:42][CH:41]=[CH:40][CH:39]=1)[C:32]1[CH:37]=[CH:36][CH:35]=[CH:34][CH:33]=1.CC(C)([O-])C.[Na+].